Dataset: Full USPTO retrosynthesis dataset with 1.9M reactions from patents (1976-2016). Task: Predict the reactants needed to synthesize the given product. (1) Given the product [Br:3][C:4]1[N:5]=[C:6]([OH:11])[C:7]([NH:10][S:21]([C:16]2[CH:15]=[C:14]([Cl:13])[CH:19]=[C:18]([Cl:20])[CH:17]=2)(=[O:23])=[O:22])=[N:8][CH:9]=1, predict the reactants needed to synthesize it. The reactants are: [H-].[Na+].[Br:3][C:4]1[N:5]=[C:6]([O:11]C)[C:7]([NH2:10])=[N:8][CH:9]=1.[Cl:13][C:14]1[CH:15]=[C:16]([S:21](Cl)(=[O:23])=[O:22])[CH:17]=[C:18]([Cl:20])[CH:19]=1.Cl. (2) The reactants are: [CH3:1][NH:2][CH2:3][C@@H:4]([C@H:6]([C@@H:8]([C@@H:10]([CH2:12][OH:13])[OH:11])[OH:9])[OH:7])[OH:5].[C:14]([OH:22])(=[O:21])[CH2:15][CH2:16][CH2:17][C:18]([OH:20])=[O:19].[C:23]([OH:31])(=[O:30])[CH2:24][CH2:25][CH2:26][C:27]([OH:29])=[O:28].[OH:32][C@H:33]([C@H:39]([C@@H:41]1[C@:59]2([CH3:60])[C@H:44]([C@H:45]3[C@H:56]([CH2:57][CH2:58]2)[C@:54]2([CH3:55])[C:48]([CH2:49][C@H:50]([CH2:52][CH2:53]2)[OH:51])=[CH:47][CH2:46]3)[CH2:43][CH2:42]1)[CH3:40])[CH2:34][CH2:35][CH:36]([CH3:38])[CH3:37]. Given the product [NH:2]([CH2:3][C@@H:4]([C@H:6]([C@@H:8]([C@@H:10]([CH2:12][OH:13])[OH:11])[OH:9])[OH:7])[OH:5])[CH3:1].[NH:2]([CH2:3][C@@H:4]([C@H:6]([C@@H:8]([C@@H:10]([CH2:12][OH:13])[OH:11])[OH:9])[OH:7])[OH:5])[CH3:1].[C:14]([OH:22])(=[O:21])[CH2:15][CH2:16][CH2:17][C:18]([OH:20])=[O:19].[C:23]([OH:31])(=[O:30])[CH2:24][CH2:25][CH2:26][C:27]([OH:29])=[O:28].[OH:32][C@H:33]([C@H:39]([C@@H:41]1[C@:59]2([CH3:60])[C@H:44]([C@H:45]3[C@H:56]([CH2:57][CH2:58]2)[C@:54]2([CH3:55])[C:48]([CH2:49][C@H:50]([CH2:52][CH2:53]2)[OH:51])=[CH:47][CH2:46]3)[CH2:43][CH2:42]1)[CH3:40])[CH2:34][CH2:35][CH:36]([CH3:38])[CH3:37], predict the reactants needed to synthesize it. (3) Given the product [CH3:18][N:19]1[CH2:23][CH2:22][C:21]([C:2]#[C:1][Si:3]([CH:7]([CH3:9])[CH3:8])([CH:4]([CH3:6])[CH3:5])[CH:10]([CH3:12])[CH3:11])([OH:24])[CH2:20]1, predict the reactants needed to synthesize it. The reactants are: [C:1]([Si:3]([CH:10]([CH3:12])[CH3:11])([CH:7]([CH3:9])[CH3:8])[CH:4]([CH3:6])[CH3:5])#[CH:2].[Li]CCCC.[CH3:18][N:19]1[CH2:23][CH2:22][C:21](=[O:24])[CH2:20]1. (4) Given the product [ClH:1].[ClH:39].[Cl:1][C:2]1[CH:7]=[CH:6][C:5]([CH:8]([CH2:9][NH:10][CH:18]([CH3:20])[CH3:19])[C:21]([N:23]2[CH2:24][CH2:25][N:26]([C:29]3[C:30]4[CH2:37][CH2:36][CH:35]([OH:38])[C:31]=4[N:32]=[CH:33][N:34]=3)[CH2:27][CH2:28]2)=[O:22])=[CH:4][CH:3]=1, predict the reactants needed to synthesize it. The reactants are: [Cl:1][C:2]1[CH:7]=[CH:6][C:5]([CH:8]([C:21]([N:23]2[CH2:28][CH2:27][N:26]([C:29]3[C:30]4[CH2:37][CH2:36][CH:35]([OH:38])[C:31]=4[N:32]=[CH:33][N:34]=3)[CH2:25][CH2:24]2)=[O:22])[CH2:9][N:10]([CH:18]([CH3:20])[CH3:19])C(=O)OC(C)(C)C)=[CH:4][CH:3]=1.[ClH:39]. (5) Given the product [CH:30]1([CH2:33][NH:34][C:4](=[O:5])[CH2:3][CH2:2][NH2:1])[CH2:32][CH2:31]1, predict the reactants needed to synthesize it. The reactants are: [NH:1](C(OCC1C2C(=CC=CC=2)C2C1=CC=CC=2)=O)[CH2:2][CH2:3][C:4](O)=[O:5].C(Cl)(=O)C(Cl)=O.[CH:30]1([CH2:33][NH2:34])[CH2:32][CH2:31]1.C(N(CC)CC)C.Cl. (6) Given the product [N:11]1([C:14]2[CH:19]=[CH:18][CH:17]=[CH:16][C:15]=2[CH2:20][NH:21][C:22]([C:24]2[CH:25]=[N:26][C:27]3[N:28]([N:30]=[CH:31][C:32]=3[C:33]3[CH:38]=[CH:37][CH:36]=[C:35]([Cl:39])[CH:34]=3)[CH:29]=2)=[O:23])[CH2:12][CH2:13][NH:8][CH2:9][CH2:10]1, predict the reactants needed to synthesize it. The reactants are: C(OC([N:8]1[CH2:13][CH2:12][N:11]([C:14]2[CH:19]=[CH:18][CH:17]=[CH:16][C:15]=2[CH2:20][NH:21][C:22]([C:24]2[CH:25]=[N:26][C:27]3[N:28]([N:30]=[CH:31][C:32]=3[C:33]3[CH:38]=[CH:37][CH:36]=[C:35]([Cl:39])[CH:34]=3)[CH:29]=2)=[O:23])[CH2:10][CH2:9]1)=O)(C)(C)C.FC(F)(F)C(O)=O.[OH-].[Na+]. (7) Given the product [Cl:1][C:2]1[C:9]([F:10])=[CH:8][CH:7]=[C:6]([F:11])[C:3]=1[C:4]#[N:49], predict the reactants needed to synthesize it. The reactants are: [Cl:1][C:2]1[C:9]([F:10])=[CH:8][CH:7]=[C:6]([F:11])[C:3]=1[CH:4]=O.S([O-])(OCCCCCCCCCCCC)(=O)=O.[Na+].C(OI(C1C=CC=CC=1)OC(=O)C)(=O)C.C([O-])(=O)C.[NH4+:49]. (8) Given the product [C:11]([O:14][C:15](=[O:16])[NH:1][CH2:2][C:3]1[CH:8]=[CH:7][C:6]([NH2:9])=[CH:5][CH:4]=1)([CH3:13])([CH3:12])[CH3:10], predict the reactants needed to synthesize it. The reactants are: [NH2:1][CH2:2][C:3]1[CH:8]=[CH:7][C:6]([NH2:9])=[CH:5][CH:4]=1.[CH3:10][C:11]([O:14][C:15](O[C:15]([O:14][C:11]([CH3:13])([CH3:12])[CH3:10])=[O:16])=[O:16])([CH3:13])[CH3:12]. (9) The reactants are: [F:1][CH2:2][CH2:3][N:4]1[CH2:9][CH2:8][CH:7]([NH:10][C:11]2[CH:16]=[CH:15][C:14]([N+:17]([O-])=O)=[CH:13][CH:12]=2)[CH2:6][CH2:5]1. Given the product [F:1][CH2:2][CH2:3][N:4]1[CH2:9][CH2:8][CH:7]([NH:10][C:11]2[CH:12]=[CH:13][C:14]([NH2:17])=[CH:15][CH:16]=2)[CH2:6][CH2:5]1, predict the reactants needed to synthesize it. (10) Given the product [Br:4][C:5]1[CH:10]=[CH:9][C:8]([NH:1][C:2]2[S:3][C:20]([C:16]3[CH:17]=[CH:18][CH:19]=[C:14]([O:13][CH3:12])[CH:15]=3)=[N:22][N:23]=2)=[CH:7][C:6]=1[Cl:11], predict the reactants needed to synthesize it. The reactants are: [N-:1]=[C:2]=[S:3].[Br:4][C:5]1[CH:10]=[CH:9][CH:8]=[CH:7][C:6]=1[Cl:11].[CH3:12][O:13][C:14]1[CH:15]=[C:16]([C:20]([NH:22][NH2:23])=O)[CH:17]=[CH:18][CH:19]=1.